Dataset: Catalyst prediction with 721,799 reactions and 888 catalyst types from USPTO. Task: Predict which catalyst facilitates the given reaction. (1) Reactant: [C:1]([O:6][CH2:7][CH2:8][N:9]([CH2:12]C)[CH2:10][CH3:11])(=[O:5])[C:2]([CH3:4])=[CH2:3].[C:14]1([CH3:25])[CH:19]=[CH:18][C:17]([S:20]([O:23]C)(=[O:22])=[O:21])=[CH:16][CH:15]=1. Product: [C:14]1([CH3:25])[CH:15]=[CH:16][C:17]([S:20]([O-:23])(=[O:21])=[O:22])=[CH:18][CH:19]=1.[CH2:7]([O:6][C:1](=[O:5])[C:2]([CH3:4])=[CH2:3])[CH3:8].[CH2:8]([NH+:9]([CH2:10][CH3:11])[CH3:12])[CH3:7]. The catalyst class is: 11. (2) The catalyst class is: 8. Reactant: [C:1]1([CH2:7][C@@H:8]([NH:21][C:22]2[S:23][C:24]([C:27]3[CH:32]=[CH:31][C:30]4[CH:33]=[N:34][CH:35]=[C:36]([CH:37]=[CH2:38])[C:29]=4[N:28]=3)=[N:25][N:26]=2)[CH2:9][N:10]2C(=O)C3C=CC=CC=3C2=O)[CH:6]=[CH:5][CH:4]=[CH:3][CH:2]=1.CNN. Product: [NH2:10][CH2:9][C@H:8]([NH:21][C:22]1[S:23][C:24]([C:27]2[CH:32]=[CH:31][C:30]3[CH:33]=[N:34][CH:35]=[C:36]([CH:37]=[CH2:38])[C:29]=3[N:28]=2)=[N:25][N:26]=1)[CH2:7][C:1]1[CH:6]=[CH:5][CH:4]=[CH:3][CH:2]=1. (3) Reactant: N1C=CC=CC=1.C(N(CC)CC)C.[CH2:14]([OH:21])[CH2:15][CH:16]([OH:20])[CH2:17][CH2:18][CH3:19].[C:22]1([CH3:32])[CH:27]=[CH:26][C:25]([S:28](Cl)(=[O:30])=[O:29])=[CH:24][CH:23]=1.Cl. Product: [OH:20][CH:16]([CH2:17][CH2:18][CH3:19])[CH2:15][CH2:14][O:21][S:28]([C:25]1[CH:26]=[CH:27][C:22]([CH3:32])=[CH:23][CH:24]=1)(=[O:30])=[O:29]. The catalyst class is: 4.